From a dataset of Full USPTO retrosynthesis dataset with 1.9M reactions from patents (1976-2016). Predict the reactants needed to synthesize the given product. Given the product [CH:5]1([CH2:1][NH:6][C:7]2[C:12]([CH3:13])=[C:11]([CH3:14])[N:10]=[C:9]([NH:15][CH2:16][C:17]3[CH:22]=[CH:21][CH:20]=[CH:19][N:18]=3)[N:8]=2)[CH2:4][CH2:3][CH2:2][CH2:24][CH2:23]1, predict the reactants needed to synthesize it. The reactants are: [CH:1]1([NH:6][C:7]2[C:12]([CH3:13])=[C:11]([CH3:14])[N:10]=[C:9]([NH:15][CH2:16][C:17]3[CH:22]=[CH:21][CH:20]=[CH:19][N:18]=3)[N:8]=2)[CH2:5][CH2:4][CH2:3][CH2:2]1.[CH:23]1(CN)CCCC[CH2:24]1.